From a dataset of Full USPTO retrosynthesis dataset with 1.9M reactions from patents (1976-2016). Predict the reactants needed to synthesize the given product. (1) Given the product [CH:1]([N:4]1[C:8]([C:9]2[N:18]=[C:17]3[C:16]4[CH:19]=[CH:20][C:21]([CH:23]5[CH2:28][CH2:27][N:26]([C:29]([CH3:32])([CH3:33])[C:30]([NH2:31])=[O:36])[CH2:25][CH2:24]5)=[CH:22][C:15]=4[O:14][CH2:13][CH2:12][N:11]3[CH:10]=2)=[N:7][C:6]([CH3:34])=[N:5]1)([CH3:3])[CH3:2], predict the reactants needed to synthesize it. The reactants are: [CH:1]([N:4]1[C:8]([C:9]2[N:18]=[C:17]3[N:11]([CH2:12][CH2:13][O:14][C:15]4[CH:22]=[C:21]([CH:23]5[CH2:28][CH2:27][N:26]([C:29]([CH3:33])([CH3:32])[C:30]#[N:31])[CH2:25][CH2:24]5)[CH:20]=[CH:19][C:16]=43)[CH:10]=2)=[N:7][C:6]([CH3:34])=[N:5]1)([CH3:3])[CH3:2].S(=O)(=O)(O)[OH:36]. (2) Given the product [CH3:1][C@@H:2]([C@@H:44]1[C@@:48]2([CH3:88])[CH2:49][C@@H:50]([OH:87])[C@@:51]3([CH3:86])[C@@H:56]4[CH2:57][CH2:58][C@H:59]([OH:63])[C:60]([CH3:62])([CH3:61])[C:55]4=[CH:54][CH2:53][C@H:52]3[C@:47]2([CH3:89])[CH2:46][CH2:45]1)[CH2:3][CH2:4][C@@H:5]([OH:10])[C:6]([OH:9])([CH3:7])[CH3:8], predict the reactants needed to synthesize it. The reactants are: [CH3:1][C@@H:2]([C@@H:44]1[C@@:48]2([CH3:88])[CH2:49][C@@H:50]([OH:87])[C@@:51]3([CH3:86])[C@@H:56]4[CH2:57][CH2:58][C@H:59]([O:63][C@@H]5O[C@H](CO[C@@H]6O[C@H](CO)[C@@H](O)[C@H](O)[C@H]6O)[C@@H](O)[C@H](O)[C@H]5O)[C:60]([CH3:62])([CH3:61])[C:55]4=[CH:54][CH2:53][C@H:52]3[C@:47]2([CH3:89])[CH2:46][CH2:45]1)[CH2:3][CH2:4][C@@H:5]([O:10][C@@H]1O[C@H](CO[C@@H]2O[C@H](CO)[C@@H](O)[C@H](O)[C@H]2O)[C@@H](O)[C@H](O)[C@H]1O[C@@H]1O[C@H](CO)[C@@H](O)[C@H](O)[C@H]1O)[C:6]([OH:9])([CH3:8])[CH3:7]. (3) Given the product [CH3:14][N:15]([CH3:16])[C:10](=[O:11])[CH2:9][C:7]1[CH:8]=[C:3]([O:2][CH3:1])[CH:4]=[CH:5][C:6]=1[Br:13], predict the reactants needed to synthesize it. The reactants are: [CH3:1][O:2][C:3]1[CH:4]=[CH:5][C:6]([Br:13])=[C:7]([CH2:9][C:10](Cl)=[O:11])[CH:8]=1.[CH3:14][NH:15][CH3:16].